Task: Predict the product of the given reaction.. Dataset: Forward reaction prediction with 1.9M reactions from USPTO patents (1976-2016) (1) Given the reactants I[C:2]1[CH:7]=[CH:6][C:5]([O:8][C:9](=[O:18])[N:10]([CH3:17])[C:11]2[CH:16]=[CH:15][CH:14]=[CH:13][CH:12]=2)=[CH:4][CH:3]=1.[F:19][C:20]([F:32])([F:31])[O:21][C:22]1[CH:27]=[CH:26][C:25](B(O)O)=[CH:24][CH:23]=1, predict the reaction product. The product is: [F:19][C:20]([F:31])([F:32])[O:21][C:22]1[CH:27]=[CH:26][C:25]([C:2]2[CH:7]=[CH:6][C:5]([O:8][C:9](=[O:18])[N:10]([CH3:17])[C:11]3[CH:16]=[CH:15][CH:14]=[CH:13][CH:12]=3)=[CH:4][CH:3]=2)=[CH:24][CH:23]=1. (2) Given the reactants [NH2:1][C:2]1[N:6]([C@@H:7]2[CH2:12][CH2:11][CH2:10][NH:9][CH2:8]2)[N:5]=[C:4]([C:13]2[CH:18]=[CH:17][C:16]([O:19][C:20]3[CH:25]=[CH:24][C:23]([F:26])=[CH:22][C:21]=3[F:27])=[CH:15][CH:14]=2)[C:3]=1[C:28]([NH2:30])=[O:29].F[P-](F)(F)(F)(F)F.N1(O[P+](N(C)C)(N(C)C)N(C)C)C2C=CC=CC=2N=N1.C(N(CC)C(C)C)(C)C.[OH:67][CH2:68][CH2:69]/[CH:70]=[CH:71]/[C:72](O)=[O:73], predict the reaction product. The product is: [NH2:1][C:2]1[N:6]([C@@H:7]2[CH2:12][CH2:11][CH2:10][N:9]([C:68](=[O:67])/[CH:69]=[CH:70]/[CH2:71][CH2:72][OH:73])[CH2:8]2)[N:5]=[C:4]([C:13]2[CH:18]=[CH:17][C:16]([O:19][C:20]3[CH:25]=[CH:24][C:23]([F:26])=[CH:22][C:21]=3[F:27])=[CH:15][CH:14]=2)[C:3]=1[C:28]([NH2:30])=[O:29]. (3) Given the reactants C(OC([N:8]1[CH2:12][C@@H:11]([CH2:13][N:14]([CH:31]([CH3:33])[CH3:32])[C:15](=[O:30])[C:16]2[CH:21]=[CH:20][C:19]([O:22][CH3:23])=[C:18]([O:24][CH2:25][CH2:26][CH2:27][O:28][CH3:29])[CH:17]=2)[C@H:10]([NH2:34])[CH2:9]1)=O)(C)(C)C.Br[CH2:36][C:37]([NH:39][CH2:40][CH:41]1[CH2:46][CH2:45][O:44][CH2:43][CH2:42]1)=[O:38].CC#N.O, predict the reaction product. The product is: [CH:31]([N:14]([CH2:13][C@H:11]1[C@H:10]([NH:34][CH2:36][C:37](=[O:38])[NH:39][CH2:40][CH:41]2[CH2:42][CH2:43][O:44][CH2:45][CH2:46]2)[CH2:9][NH:8][CH2:12]1)[C:15](=[O:30])[C:16]1[CH:21]=[CH:20][C:19]([O:22][CH3:23])=[C:18]([O:24][CH2:25][CH2:26][CH2:27][O:28][CH3:29])[CH:17]=1)([CH3:32])[CH3:33]. (4) Given the reactants [OH:1][C@H:2]1[CH2:7][CH2:6][N:5]([C:8]([O:10][C:11]([CH3:14])([CH3:13])[CH3:12])=[O:9])[CH2:4][C@H:3]1[CH3:15].[H-].[Na+].[CH3:18]I, predict the reaction product. The product is: [CH3:18][O:1][C@H:2]1[CH2:7][CH2:6][N:5]([C:8]([O:10][C:11]([CH3:14])([CH3:13])[CH3:12])=[O:9])[CH2:4][C@H:3]1[CH3:15]. (5) Given the reactants F[C:2]1[CH:9]=[CH:8][C:5]([C:6]#[N:7])=[CH:4][C:3]=1[N+:10]([O-:12])=[O:11].[CH:13]([O:16]C1C=CC(S(C)(=O)=O)=CC=1N=C=S)([CH3:15])[CH3:14], predict the reaction product. The product is: [CH:13]([O:16][C:2]1[CH:9]=[CH:8][C:5]([C:6]#[N:7])=[CH:4][C:3]=1[N+:10]([O-:12])=[O:11])([CH3:15])[CH3:14].